Dataset: TCR-epitope binding with 47,182 pairs between 192 epitopes and 23,139 TCRs. Task: Binary Classification. Given a T-cell receptor sequence (or CDR3 region) and an epitope sequence, predict whether binding occurs between them. (1) The epitope is ALLADKFPV. The TCR CDR3 sequence is CASSLGIADNEQFF. Result: 0 (the TCR does not bind to the epitope). (2) The epitope is PROT_97E67BCC. The TCR CDR3 sequence is CASSRLAGGSSYEQYF. Result: 1 (the TCR binds to the epitope). (3) The epitope is TPGPGVRYPL. The TCR CDR3 sequence is CASSLTSGSTDTQYF. Result: 0 (the TCR does not bind to the epitope).